Predict the reactants needed to synthesize the given product. From a dataset of Full USPTO retrosynthesis dataset with 1.9M reactions from patents (1976-2016). (1) Given the product [F:37][C:38]1[CH:43]=[CH:42][C:41]([S:44]([N:16]([S:13]([C:10]2[CH:11]=[CH:12][C:7]([N:4]3[CH2:5][CH2:6][C@@H:2]([OH:1])[C:3]3=[O:22])=[CH:8][CH:9]=2)(=[O:14])=[O:15])[C:17]2[S:18][CH:19]=[CH:20][N:21]=2)(=[O:46])=[O:45])=[CH:40][CH:39]=1, predict the reactants needed to synthesize it. The reactants are: [OH:1][C@@H:2]1[CH2:6][CH2:5][N:4]([C:7]2[CH:12]=[CH:11][C:10]([S:13]([NH:16][C:17]3[S:18][CH:19]=[CH:20][N:21]=3)(=[O:15])=[O:14])=[CH:9][CH:8]=2)[C:3]1=[O:22].CN(C=O)C.C(N(C(C)C)CC)(C)C.[F:37][C:38]1[CH:43]=[CH:42][C:41]([S:44](Cl)(=[O:46])=[O:45])=[CH:40][CH:39]=1. (2) Given the product [Cl:5][C:6]1[N:7]=[C:8]([C:13]([Cl:3])=[O:15])[NH:9][C:10]=1[CH2:11][CH3:12], predict the reactants needed to synthesize it. The reactants are: S(Cl)([Cl:3])=O.[Cl:5][C:6]1[N:7]=[C:8]([C:13]([OH:15])=O)[NH:9][C:10]=1[CH2:11][CH3:12].